Dataset: Full USPTO retrosynthesis dataset with 1.9M reactions from patents (1976-2016). Task: Predict the reactants needed to synthesize the given product. (1) The reactants are: [C:1]([C:5]1[CH:10]=[C:9]([O:11][CH3:12])[CH:8]=[C:7]([C:13]([CH3:16])([CH3:15])[CH3:14])[C:6]=1[OH:17])([CH3:4])([CH3:3])[CH3:2].[C:18](OC(=O)C)(=[O:20])[CH3:19].S(=O)(=O)(O)O.O. Given the product [C:18]([O:17][C:6]1[C:7]([C:13]([CH3:16])([CH3:15])[CH3:14])=[CH:8][C:9]([O:11][CH3:12])=[CH:10][C:5]=1[C:1]([CH3:4])([CH3:3])[CH3:2])(=[O:20])[CH3:19], predict the reactants needed to synthesize it. (2) Given the product [CH3:1][O:2][C:3]1[CH:40]=[CH:39][CH:38]=[CH:37][C:4]=1[CH2:5][NH:6][C:7]([C:9]1[N:13]([C:14]2[CH:15]=[C:16]([CH:30]=[CH:31][CH:32]=2)[CH2:17][N:18]([CH3:29])[CH2:19][CH2:20][N:21]([CH3:41])[C:22](=[O:28])[O:23][C:24]([CH3:27])([CH3:25])[CH3:26])[N:12]=[C:11]([C:33]([F:35])([F:34])[F:36])[CH:10]=1)=[O:8], predict the reactants needed to synthesize it. The reactants are: [CH3:1][O:2][C:3]1[CH:40]=[CH:39][CH:38]=[CH:37][C:4]=1[CH2:5][NH:6][C:7]([C:9]1[N:13]([C:14]2[CH:15]=[C:16]([CH:30]=[CH:31][CH:32]=2)[CH2:17][N:18]([CH3:29])[CH2:19][CH2:20][NH:21][C:22](=[O:28])[O:23][C:24]([CH3:27])([CH3:26])[CH3:25])[N:12]=[C:11]([C:33]([F:36])([F:35])[F:34])[CH:10]=1)=[O:8].[CH3:41]OC1C=CC=CC=1CNC(C1N(C2C=C(C=CC=2)CNCCN(C)C(=O)OC(C)(C)C)N=C(C(F)(F)F)C=1)=O.COC1C=CC=CC=1CNC(C1N(C2C=CC=C(CNC)C=2)N=C(C(F)(F)F)C=1)=O. (3) Given the product [NH2:1][C:2]1[CH:9]=[C:8]([N+:10]([O-:12])=[O:11])[C:7]([Br:13])=[CH:6][C:3]=1[C:4]#[N:5], predict the reactants needed to synthesize it. The reactants are: [NH2:1][C:2]1[CH:9]=[C:8]([N+:10]([O-:12])=[O:11])[CH:7]=[CH:6][C:3]=1[C:4]#[N:5].[Br:13]Br.S([O-])([O-])(=O)=S.[Na+].[Na+]. (4) Given the product [CH2:1]([O:3][C:4]([C:6]1[N:7]([CH3:27])[C:8]([Br:35])=[C:9]([C:25]#[N:26])[C:10]=1[C:11]1[CH:16]=[CH:15][C:14]([O:17][CH2:18][C:19]2[CH:24]=[CH:23][CH:22]=[CH:21][CH:20]=2)=[CH:13][CH:12]=1)=[O:5])[CH3:2], predict the reactants needed to synthesize it. The reactants are: [CH2:1]([O:3][C:4]([C:6]1[N:7]([CH3:27])[CH:8]=[C:9]([C:25]#[N:26])[C:10]=1[C:11]1[CH:16]=[CH:15][C:14]([O:17][CH2:18][C:19]2[CH:24]=[CH:23][CH:22]=[CH:21][CH:20]=2)=[CH:13][CH:12]=1)=[O:5])[CH3:2].C1C(=O)N([Br:35])C(=O)C1.O.